This data is from NCI-60 drug combinations with 297,098 pairs across 59 cell lines. The task is: Regression. Given two drug SMILES strings and cell line genomic features, predict the synergy score measuring deviation from expected non-interaction effect. Drug 1: CC1OCC2C(O1)C(C(C(O2)OC3C4COC(=O)C4C(C5=CC6=C(C=C35)OCO6)C7=CC(=C(C(=C7)OC)O)OC)O)O. Drug 2: CN(C)C1=NC(=NC(=N1)N(C)C)N(C)C. Cell line: IGROV1. Synergy scores: CSS=33.2, Synergy_ZIP=6.91, Synergy_Bliss=6.87, Synergy_Loewe=-5.34, Synergy_HSA=7.82.